The task is: Predict the product of the given reaction.. This data is from Forward reaction prediction with 1.9M reactions from USPTO patents (1976-2016). (1) Given the reactants CC1(C)[O:7][CH2:6][C:5]2([CH2:27][C:10]3=[C:11]([C:24](=[O:26])[CH3:25])[C:12]4[C:17]([CH:18]=[C:9]3[CH2:8]2)=[C:16]([N:19]2[CH2:23][CH2:22][CH2:21][CH2:20]2)[CH:15]=[CH:14][CH:13]=4)[CH2:4][O:3]1.Cl, predict the reaction product. The product is: [OH:3][CH2:4][C:5]1([CH2:6][OH:7])[CH2:8][C:9]2=[CH:18][C:17]3[C:12]([C:11]([C:24](=[O:26])[CH3:25])=[C:10]2[CH2:27]1)=[CH:13][CH:14]=[CH:15][C:16]=3[N:19]1[CH2:23][CH2:22][CH2:21][CH2:20]1. (2) Given the reactants C([O:3][C:4]([C:6]1[C:7]([N:25]2[CH2:30][CH2:29][CH2:28][CH2:27][CH2:26]2)=[N:8][C:9]2[C:14]([C:15]=1[CH2:16][C:17]1[CH:22]=[CH:21][CH:20]=[CH:19][C:18]=1[Cl:23])=[CH:13][C:12]([Cl:24])=[CH:11][CH:10]=2)=[O:5])C.[OH-].[Na+], predict the reaction product. The product is: [Cl:24][C:12]1[CH:13]=[C:14]2[C:9](=[CH:10][CH:11]=1)[N:8]=[C:7]([N:25]1[CH2:26][CH2:27][CH2:28][CH2:29][CH2:30]1)[C:6]([C:4]([OH:5])=[O:3])=[C:15]2[CH2:16][C:17]1[CH:22]=[CH:21][CH:20]=[CH:19][C:18]=1[Cl:23]. (3) The product is: [Br:1][C:2]1[CH:3]=[C:4]([N:8]2[C:16]3[CH:15]=[C:14]([N:21]4[CH2:25][CH2:24][CH2:23][CH2:22]4)[N:13]=[CH:12][C:11]=3[C:10]([C:18]([NH2:20])=[O:19])=[N:9]2)[CH:5]=[CH:6][CH:7]=1. Given the reactants [Br:1][C:2]1[CH:3]=[C:4]([N:8]2[C:16]3[CH:15]=[C:14](Cl)[N:13]=[CH:12][C:11]=3[C:10]([C:18]([NH2:20])=[O:19])=[N:9]2)[CH:5]=[CH:6][CH:7]=1.[NH:21]1[CH2:25][CH2:24][CH2:23][CH2:22]1, predict the reaction product. (4) The product is: [CH3:18][O:1][CH:2]1[C@@H:3]2[O:4][C:13]([CH3:15])([CH3:14])[O:6][C@@H:5]2[C@@H:7]([CH2:9][OH:10])[O:8]1. Given the reactants [O:1]=[CH:2][C@@H:3]([C@@H:5]([C@@H:7]([CH2:9][OH:10])[OH:8])[OH:6])[OH:4].CO[C:13](OC)([CH3:15])[CH3:14].[CH3:18]C(C)=O, predict the reaction product. (5) Given the reactants Br[C:2]1[CH:3]=[CH:4][C:5]2[N:6]([C:8]([C:11]([N:13]3[CH2:18][CH2:17][CH:16]([C:19]4[CH:24]=[CH:23][CH:22]=[CH:21][C:20]=4[C:25]([F:28])([F:27])[F:26])[CH2:15][CH2:14]3)=[O:12])=[N:9][N:10]=2)[CH:7]=1.[CH3:29][N:30](C=O)C, predict the reaction product. The product is: [F:26][C:25]([F:28])([F:27])[C:20]1[CH:21]=[CH:22][CH:23]=[CH:24][C:19]=1[CH:16]1[CH2:17][CH2:18][N:13]([C:11]([C:8]2[N:6]3[CH:7]=[C:2]([C:29]#[N:30])[CH:3]=[CH:4][C:5]3=[N:10][N:9]=2)=[O:12])[CH2:14][CH2:15]1. (6) Given the reactants [NH2:1][C:2]1[C:3]([N:17]([CH2:28][CH2:29][O:30][CH2:31][C:32]2[CH:37]=[CH:36][CH:35]=[CH:34][CH:33]=2)[CH2:18][CH2:19][O:20][Si](C(C)(C)C)(C)C)=[N:4][C:5]([C:15]#[N:16])=[N:6][C:7]=1[N:8]([CH:10]1[CH2:14][CH2:13][CH2:12][CH2:11]1)[CH3:9].[F-].C([N+](CCCC)(CCCC)CCCC)CCC.O, predict the reaction product. The product is: [NH2:1][C:2]1[C:3]([N:17]([CH2:28][CH2:29][O:30][CH2:31][C:32]2[CH:33]=[CH:34][CH:35]=[CH:36][CH:37]=2)[CH2:18][CH2:19][OH:20])=[N:4][C:5]([C:15]#[N:16])=[N:6][C:7]=1[N:8]([CH:10]1[CH2:14][CH2:13][CH2:12][CH2:11]1)[CH3:9]. (7) Given the reactants [Cl:1][C:2]1[CH:3]=[CH:4][C:5]([C:38]#[N:39])=[C:6]([C:8]2[C:13]([O:14][CH3:15])=[CH:12][N:11]([CH:16]([CH2:31][CH:32]([O:35][CH3:36])[CH2:33][CH3:34])[C:17]([NH:19][C:20]3[CH:30]=[CH:29][C:23]([C:24]([O:26]CC)=[O:25])=[CH:22][CH:21]=3)=[O:18])[C:10](=[O:37])[CH:9]=2)[CH:7]=1.C(=O)([O-])[O-].[Cs+].[Cs+], predict the reaction product. The product is: [Cl:1][C:2]1[CH:3]=[CH:4][C:5]([C:38]#[N:39])=[C:6]([C:8]2[C:13]([O:14][CH3:15])=[CH:12][N:11]([CH:16]([CH2:31][CH:32]([O:35][CH3:36])[CH2:33][CH3:34])[C:17]([NH:19][C:20]3[CH:30]=[CH:29][C:23]([C:24]([OH:26])=[O:25])=[CH:22][CH:21]=3)=[O:18])[C:10](=[O:37])[CH:9]=2)[CH:7]=1. (8) Given the reactants [C:1]([O:4][CH2:5][C:6]1[NH:7][C:8]2[C:13]([CH:14]=1)=[CH:12][C:11]([O:15][CH2:16][C:17]1[CH:22]=[CH:21][CH:20]=[CH:19][CH:18]=1)=[CH:10][CH:9]=2)(=[O:3])[CH3:2].[CH3:23][C:24]1[CH:31]=[CH:30][C:27]([CH2:28]Br)=[CH:26][CH:25]=1, predict the reaction product. The product is: [C:1]([O:4][CH2:5][C:6]1[N:7]([CH2:23][C:24]2[CH:31]=[CH:30][C:27]([CH3:28])=[CH:26][CH:25]=2)[C:8]2[C:13]([CH:14]=1)=[CH:12][C:11]([O:15][CH2:16][C:17]1[CH:22]=[CH:21][CH:20]=[CH:19][CH:18]=1)=[CH:10][CH:9]=2)(=[O:3])[CH3:2].